Dataset: Catalyst prediction with 721,799 reactions and 888 catalyst types from USPTO. Task: Predict which catalyst facilitates the given reaction. (1) Reactant: [CH2:1]([NH:8][C:9]([N:11]1[CH:16]2[C@H:17]([CH3:41])[N:18]([CH2:30][C:31]3[CH:32]=[CH:33][CH:34]=[C:35]4[C:40]=3[N:39]=[CH:38][CH:37]=[CH:36]4)[C:19](=[O:29])[C@H:20]([CH2:21][C:22]3[CH:27]=[CH:26][C:25]([OH:28])=[CH:24][CH:23]=3)[N:15]2[C:14](=[O:42])[CH2:13][N:12]1[CH3:43])=[O:10])[C:2]1[CH:7]=[CH:6][CH:5]=[CH:4][CH:3]=1.[I-].[Na+].C(=O)([O-])[O-].[K+].[K+].[CH3:52][CH2:53][O:54][C:55]([O:57][CH:58](Cl)[CH3:59])=[O:56]. Product: [C:55](=[O:56])([O:57][CH2:58][CH3:59])[O:54][CH:53]([O:28][C:25]1[CH:24]=[CH:23][C:22]([CH2:21][C@@H:20]2[N:15]3[CH:16]([N:11]([C:9](=[O:10])[NH:8][CH2:1][C:2]4[CH:3]=[CH:4][CH:5]=[CH:6][CH:7]=4)[N:12]([CH3:43])[CH2:13][C:14]3=[O:42])[C@H:17]([CH3:41])[N:18]([CH2:30][C:31]3[CH:32]=[CH:33][CH:34]=[C:35]4[C:40]=3[N:39]=[CH:38][CH:37]=[CH:36]4)[C:19]2=[O:29])=[CH:27][CH:26]=1)[CH3:52]. The catalyst class is: 21. (2) Reactant: [NH2:1][C:2](=[O:20])[CH:3]([NH:10][C:11]1[CH:12]=[C:13](B(O)O)[CH:14]=[N:15][CH:16]=1)[C:4]1[CH:9]=[CH:8][CH:7]=[CH:6][CH:5]=1.Br[C:22]1[CH:23]=[C:24]2[C:28](=[CH:29][CH:30]=1)[NH:27][C:26](=[O:31])[C:25]2([CH3:33])[CH3:32].C(=O)([O-])[O-].[K+].[K+]. Product: [CH3:32][C:25]1([CH3:33])[C:24]2[C:28](=[CH:29][CH:30]=[C:22]([C:13]3[CH:12]=[C:11]([NH:10][CH:3]([C:4]4[CH:9]=[CH:8][CH:7]=[CH:6][CH:5]=4)[C:2]([NH2:1])=[O:20])[CH:16]=[N:15][CH:14]=3)[CH:23]=2)[NH:27][C:26]1=[O:31]. The catalyst class is: 108.